Task: Predict the reactants needed to synthesize the given product.. Dataset: Full USPTO retrosynthesis dataset with 1.9M reactions from patents (1976-2016) (1) The reactants are: [F:1][C:2]1[CH:7]=[CH:6][C:5]([C:8](=[O:10])[CH3:9])=[CH:4][C:3]=1[O:11][CH3:12].[N+:13]([O-])([OH:15])=[O:14]. Given the product [F:1][C:2]1[C:3]([O:11][CH3:12])=[CH:4][C:5]([C:8](=[O:10])[CH3:9])=[C:6]([N+:13]([O-:15])=[O:14])[CH:7]=1, predict the reactants needed to synthesize it. (2) Given the product [CH3:1][O:2][C:3]([C:5]1([NH:15][C:16]([O:18][C:19]([CH3:20])([CH3:21])[CH3:22])=[O:17])[CH2:7][CH:6]1[CH2:8][CH2:9][S:24][CH3:23])=[O:4], predict the reactants needed to synthesize it. The reactants are: [CH3:1][O:2][C:3]([C:5]1([NH:15][C:16]([O:18][C:19]([CH3:22])([CH3:21])[CH3:20])=[O:17])[CH2:7][CH:6]1[CH2:8][CH2:9]OS(C)(=O)=O)=[O:4].[CH3:23][S-:24].[Na+]. (3) Given the product [CH3:26][O:25][C:22]1[CH:21]=[CH:20][C:19]([CH2:18][O:17][CH2:16]/[CH:15]=[C:14](\[CH3:27])/[C@@H:13]([OH:12])[C@@H:28]([CH3:31])[CH:29]=[CH2:30])=[CH:24][CH:23]=1, predict the reactants needed to synthesize it. The reactants are: Cl.C(#N)C.C([Si]([O:12][C@@H:13]([C@@H:28]([CH3:31])[CH:29]=[CH2:30])/[C:14](/[CH3:27])=[CH:15]/[CH2:16][O:17][CH2:18][C:19]1[CH:24]=[CH:23][C:22]([O:25][CH3:26])=[CH:21][CH:20]=1)(C)C)(C)(C)C. (4) Given the product [CH:1]([N:14]1[CH2:15][CH:16]([NH:18][CH2:19][C@H:20]([OH:37])[CH2:21][O:22][C:23]2[CH:24]=[CH:25][C:26]([O:29][CH2:30][C:31]3[CH:32]=[CH:33][CH:34]=[CH:35][CH:36]=3)=[CH:27][CH:28]=2)[CH2:17]1)([C:2]1[CH:3]=[CH:4][CH:5]=[CH:6][CH:7]=1)[C:8]1[CH:13]=[CH:12][CH:11]=[CH:10][CH:9]=1, predict the reactants needed to synthesize it. The reactants are: [CH:1]([N:14]1[CH2:17][C:16](=[N:18][CH2:19][C@H:20]([OH:37])[CH2:21][O:22][C:23]2[CH:28]=[CH:27][C:26]([O:29][CH2:30][C:31]3[CH:36]=[CH:35][CH:34]=[CH:33][CH:32]=3)=[CH:25][CH:24]=2)[CH2:15]1)([C:8]1[CH:13]=[CH:12][CH:11]=[CH:10][CH:9]=1)[C:2]1[CH:7]=[CH:6][CH:5]=[CH:4][CH:3]=1.B.O1CCCC1. (5) The reactants are: Br[C:2]1[CH:3]=[C:4]([C:15]#[N:16])[CH:5]=[C:6]2[C:10]=1[N:9]([CH3:11])[C:8]([C:12]([NH2:14])=[O:13])=[CH:7]2.[Cl:17][C:18]1[CH:23]=[CH:22][C:21](B(O)O)=[C:20]([F:27])[CH:19]=1. Given the product [Cl:17][C:18]1[CH:23]=[CH:22][C:21]([C:2]2[CH:3]=[C:4]([C:15]#[N:16])[CH:5]=[C:6]3[C:10]=2[N:9]([CH3:11])[C:8]([C:12]([NH2:14])=[O:13])=[CH:7]3)=[C:20]([F:27])[CH:19]=1, predict the reactants needed to synthesize it. (6) Given the product [CH3:14][O:13][C@@H:12]1[C@H:15]([OH:16])[C@@H:17]([CH2:19][OH:20])[O:18][C@H:11]1[N:8]1[C:9]2[N:10]=[C:2]([NH2:1])[NH:3][C:4](=[O:24])[C:5]=2[N:6]=[CH:7]1, predict the reactants needed to synthesize it. The reactants are: [NH2:1][C:2]1[N:10]=[C:9]2[C:5]([N:6]=[CH:7][N:8]2[C@@H:11]2[O:18][C@H:17]([CH2:19][OH:20])[C@@H:15]([OH:16])[C@H:12]2[O:13][CH3:14])=[C:4](N)[N:3]=1.[C@@H]1(N2C3N=CN=C(N)C=3N=C2)O[C@H](CO)[C@@H](O)[C@H]1[OH:24]. (7) Given the product [CH:1]1([C:7]2[C:15]3[C:10](=[CH:11][C:12]([C:16]([OH:18])=[O:17])=[CH:13][CH:14]=3)[N:9]([CH2:27][C:28]3[CH:33]=[CH:32][C:31]([S:34]([CH3:37])(=[O:36])=[O:35])=[CH:30][CH:29]=3)[C:8]=2[C:20]2[CH:25]=[CH:24][CH:23]=[CH:22][CH:21]=2)[CH2:2][CH2:3][CH2:4][CH2:5][CH2:6]1, predict the reactants needed to synthesize it. The reactants are: [CH:1]1([C:7]2[C:15]3[C:10](=[CH:11][C:12]([C:16]([O:18]C)=[O:17])=[CH:13][CH:14]=3)[NH:9][C:8]=2[C:20]2[CH:25]=[CH:24][CH:23]=[CH:22][CH:21]=2)[CH2:6][CH2:5][CH2:4][CH2:3][CH2:2]1.Br[CH2:27][C:28]1[CH:33]=[CH:32][C:31]([S:34]([CH3:37])(=[O:36])=[O:35])=[CH:30][CH:29]=1. (8) The reactants are: [CH3:1][S:2][C:3]1[C:7]([C:8]#[N:9])=[C:6]([NH:10][C:11]2[CH:16]=[CH:15][N:14]=[CH:13][CH:12]=2)[S:5][N:4]=1.[OH-:17].[Na+]. Given the product [CH3:1][S:2][C:3]1[C:7]([C:8]([NH2:9])=[O:17])=[C:6]([NH:10][C:11]2[CH:16]=[CH:15][N:14]=[CH:13][CH:12]=2)[S:5][N:4]=1, predict the reactants needed to synthesize it. (9) Given the product [Cl:1][C:2]1[CH:7]=[CH:6][C:5]([C:8]2[N:12](/[CH:13]=[CH:14]/[C:15]([F:18])([F:17])[F:16])[C:11](=[O:19])[N:10]([CH2:20][C:21]([NH:48][CH:47]([C:45]3[CH:44]=[CH:43][CH:42]=[C:41]([O:40][CH3:39])[N:46]=3)[C:49]3[CH:54]=[CH:53][CH:52]=[C:51]([C:55]([F:57])([F:58])[F:56])[CH:50]=3)=[O:22])[N:9]=2)=[CH:4][CH:3]=1, predict the reactants needed to synthesize it. The reactants are: [Cl:1][C:2]1[CH:7]=[CH:6][C:5]([C:8]2[N:12](/[CH:13]=[CH:14]/[C:15]([F:18])([F:17])[F:16])[C:11](=[O:19])[N:10]([CH2:20][C:21](O)=[O:22])[N:9]=2)=[CH:4][CH:3]=1.C1C=CC2N(O)N=NC=2C=1.C(Cl)CCl.Cl.[CH3:39][O:40][C:41]1[N:46]=[C:45]([CH:47]([C:49]2[CH:54]=[CH:53][CH:52]=[C:51]([C:55]([F:58])([F:57])[F:56])[CH:50]=2)[NH2:48])[CH:44]=[CH:43][CH:42]=1.C(N(CC)C(C)C)(C)C. (10) Given the product [Br:1][C:2]1[C:3]([O:11][CH3:12])=[CH:4][CH:5]=[CH:6][C:7]=1[NH2:8], predict the reactants needed to synthesize it. The reactants are: [Br:1][C:2]1[C:7]([N+:8]([O-])=O)=[CH:6][CH:5]=[CH:4][C:3]=1[O:11][CH3:12].C([O-])([O-])=O.[Na+].[Na+].